This data is from Reaction yield outcomes from USPTO patents with 853,638 reactions. The task is: Predict the reaction yield, written as a fraction of the theoretical maximum amount of product (1.0 means a 100% yield; for example, 0.34 means a 34% yield). (1) The reactants are [F:1][C:2]1[CH:17]=[C:16]([N+:18]([O-])=O)[CH:15]=[CH:14][C:3]=1[O:4][C:5]1[CH:10]=[CH:9][N:8]=[C:7]2[NH:11][CH:12]=[CH:13][C:6]=12.[Cl-].[NH4+]. The catalyst is O1CCCC1.CO.[Zn]. The product is [NH:11]1[C:7]2=[N:8][CH:9]=[CH:10][C:5]([O:4][C:3]3[CH:14]=[CH:15][C:16]([NH2:18])=[CH:17][C:2]=3[F:1])=[C:6]2[CH:13]=[CH:12]1. The yield is 0.770. (2) The reactants are [OH-].[Na+].C[C@:4]1([C:16]([O-:18])=[O:17])[CH2:8][CH2:7][CH2:6][N:5]1[C:9]([O:11][C:12]([CH3:15])([CH3:14])[CH3:13])=[O:10]. The catalyst is C1COCC1.CO. The product is [C:12]([O:11][C:9]([N:5]1[CH2:6][CH2:7][CH2:8][C@@H:4]1[C:16]([OH:18])=[O:17])=[O:10])([CH3:15])([CH3:13])[CH3:14]. The yield is 0.640.